This data is from Full USPTO retrosynthesis dataset with 1.9M reactions from patents (1976-2016). The task is: Predict the reactants needed to synthesize the given product. The reactants are: [F:1][C:2]1[CH:3]=[C:4]([C:8]2[CH:12]=[C:11]([NH2:13])[NH:10][N:9]=2)[CH:5]=[CH:6][CH:7]=1.CN1CC[O:18][CH2:17][CH2:16]1.C(Cl)(=O)C. Given the product [F:1][C:2]1[CH:3]=[C:4]([C:8]2[CH:12]=[C:11]([NH:13][C:17](=[O:18])[CH3:16])[NH:10][N:9]=2)[CH:5]=[CH:6][CH:7]=1, predict the reactants needed to synthesize it.